Task: Predict the reactants needed to synthesize the given product.. Dataset: Full USPTO retrosynthesis dataset with 1.9M reactions from patents (1976-2016) (1) Given the product [CH2:1]([O:8][C:9]1[C:10](=[O:18])[CH:11]=[CH:12][N:19]([C:20]2[CH:21]=[C:22]([C:26]3[CH:27]=[CH:28][CH:29]=[CH:30][CH:31]=3)[CH:23]=[CH:24][CH:25]=2)[CH:14]=1)[C:2]1[CH:3]=[CH:4][CH:5]=[CH:6][CH:7]=1, predict the reactants needed to synthesize it. The reactants are: [CH2:1]([O:8][C:9]1[C:10](=[O:18])[CH:11]=[C:12](C(O)=O)O[CH:14]=1)[C:2]1[CH:7]=[CH:6][CH:5]=[CH:4][CH:3]=1.[NH2:19][C:20]1[CH:21]=[C:22]([C:26]2[CH:31]=[CH:30][CH:29]=[CH:28][CH:27]=2)[CH:23]=[CH:24][CH:25]=1. (2) Given the product [CH3:7][N:5]1[CH:6]=[C:2]([C:29]2[N:23]3[C:24]([CH:25]=[N:26][C:21]([NH:20][C:17]4[CH:18]=[CH:19][C:14]([N:8]5[CH2:13][CH2:12][O:11][CH2:10][CH2:9]5)=[CH:15][CH:16]=4)=[N:22]3)=[CH:27][CH:28]=2)[N:3]=[CH:4]1, predict the reactants needed to synthesize it. The reactants are: Br[C:2]1[N:3]=[CH:4][N:5]([CH3:7])[CH:6]=1.[N:8]1([C:14]2[CH:19]=[CH:18][C:17]([NH:20][C:21]3[N:26]=[CH:25][C:24]4=[CH:27][CH:28]=[C:29](B5OC(C)(C)C(C)(C)O5)[N:23]4[N:22]=3)=[CH:16][CH:15]=2)[CH2:13][CH2:12][O:11][CH2:10][CH2:9]1. (3) Given the product [Cl:1][C:2]1[CH:3]=[C:4]([C:9]2[S:13][CH:12]=[C:11]([C:14](=[N:16][NH:17][C:18]([C:20]3[S:24][C:23]([C:25]([OH:27])=[O:26])=[CH:22][CH:21]=3)=[O:19])[CH3:15])[C:10]=2[OH:29])[CH:5]=[CH:6][C:7]=1[Cl:8], predict the reactants needed to synthesize it. The reactants are: [Cl:1][C:2]1[CH:3]=[C:4]([C:9]2[S:13][CH:12]=[C:11]([C:14](=[N:16][NH:17][C:18]([C:20]3[S:24][C:23]([C:25]([O:27]C)=[O:26])=[CH:22][CH:21]=3)=[O:19])[CH3:15])[C:10]=2[OH:29])[CH:5]=[CH:6][C:7]=1[Cl:8].[OH-].[Na+]. (4) Given the product [Cl:14][C:9]1[N:8]=[C:7]([C:5]2[S:6][C:2]([Cl:1])=[CH:3][CH:4]=2)[N:11]=[C:20]([CH3:19])[N:21]=1, predict the reactants needed to synthesize it. The reactants are: [Cl:1][C:2]1[S:6][C:5]([C:7](=[NH:11])[NH:8][C:9]#N)=[CH:4][CH:3]=1.O=P(Cl)(Cl)[Cl:14].N#N.[CH3:19][C:20]#[N:21]. (5) Given the product [Cl:22][C:23]1[S:27][C:26]([C:28]([C:2]2[CH:3]=[C:4]3[C:9](=[CH:10][CH:11]=2)[N:8]=[C:7]([O:12][CH3:13])[CH:6]=[C:5]3[C:14]2[CH:19]=[CH:18][CH:17]=[C:16]([O:20][CH3:21])[CH:15]=2)([C:30]2[N:31]([CH3:35])[CH:32]=[N:33][CH:34]=2)[OH:29])=[CH:25][CH:24]=1, predict the reactants needed to synthesize it. The reactants are: Br[C:2]1[CH:3]=[C:4]2[C:9](=[CH:10][CH:11]=1)[N:8]=[C:7]([O:12][CH3:13])[CH:6]=[C:5]2[C:14]1[CH:19]=[CH:18][CH:17]=[C:16]([O:20][CH3:21])[CH:15]=1.[Cl:22][C:23]1[S:27][C:26]([C:28]([C:30]2[N:31]([CH3:35])[CH:32]=[N:33][CH:34]=2)=[O:29])=[CH:25][CH:24]=1. (6) Given the product [CH3:1][C:2]1[S:3][CH:4]=[C:5]([C:7]2[S:12][C:11]3[CH:13]=[CH:14][CH:15]=[CH:16][C:10]=3[C:9](=[O:17])[N:8]=2)[N:6]=1, predict the reactants needed to synthesize it. The reactants are: [CH3:1][C:2]1[S:3][CH:4]=[C:5]([C:7]#[N:8])[N:6]=1.[C:9](OC)(=[O:17])[C:10]1[C:11](=[CH:13][CH:14]=[CH:15][CH:16]=1)[SH:12].C(N(CC)CC)C. (7) Given the product [ClH:1].[ClH:1].[NH2:2][CH:3]([CH2:7][NH2:8])[C:4]([O:6][CH3:9])=[O:5], predict the reactants needed to synthesize it. The reactants are: [ClH:1].[NH2:2][CH:3]([CH2:7][NH2:8])[C:4]([OH:6])=[O:5].[CH3:9]O. (8) Given the product [CH2:1]([C:3]1[CH:4]=[C:5]([C:8]2[NH:20][C:14]3[CH:15]=[CH:16][C:17]4[O:18][CH2:19][CH2:10][O:11][C:12]=4[C:13]=3[N:21]=2)[NH:6][N:7]=1)[CH3:2], predict the reactants needed to synthesize it. The reactants are: [CH2:1]([C:3]1[CH:4]=[C:5]([CH:8]=O)[NH:6][N:7]=1)[CH3:2].[CH2:10]1[CH2:19][O:18][C:17]2[CH:16]=[CH:15][C:14]([NH2:20])=[C:13]([NH2:21])[C:12]=2[O:11]1.S(S([O-])=O)([O-])(=O)=O.[Na+].[Na+].